From a dataset of Full USPTO retrosynthesis dataset with 1.9M reactions from patents (1976-2016). Predict the reactants needed to synthesize the given product. (1) Given the product [F:1][C:2]1[CH:3]=[CH:4][C:5]([CH:8]([OH:12])[C:9]([O:11][CH2:18][CH3:19])=[O:10])=[CH:6][CH:7]=1, predict the reactants needed to synthesize it. The reactants are: [F:1][C:2]1[CH:7]=[CH:6][C:5]([CH:8]([OH:12])[C:9]([OH:11])=[O:10])=[CH:4][CH:3]=1.OS(O)(=O)=O.[CH2:18](O)[CH3:19]. (2) The reactants are: [NH:1]1[C:5]2[CH:6]=[CH:7][C:8]([N:10]3[CH:14]([C:15]4[CH:20]=[CH:19][CH:18]=[CH:17][CH:16]=4)[C:13](=[O:21])[CH:12](C(OCC)=O)[C:11]3=[O:27])=[CH:9][C:4]=2[N:3]=[CH:2]1.Cl. Given the product [NH:1]1[C:5]2[CH:6]=[CH:7][C:8]([N:10]3[CH:14]([C:15]4[CH:20]=[CH:19][CH:18]=[CH:17][CH:16]=4)[C:13](=[O:21])[CH2:12][C:11]3=[O:27])=[CH:9][C:4]=2[N:3]=[CH:2]1, predict the reactants needed to synthesize it. (3) Given the product [Br:1][C:2]1[CH:3]=[C:4]2[C:9](=[CH:10][CH:11]=1)[N:8]=[CH:7][C:6]([C:22]1[CH:23]=[N:24][N:25]([CH2:27][CH2:28][OH:29])[CH:26]=1)=[C:5]2[Cl:13], predict the reactants needed to synthesize it. The reactants are: [Br:1][C:2]1[CH:3]=[C:4]2[C:9](=[CH:10][CH:11]=1)[N:8]=[CH:7][C:6](I)=[C:5]2[Cl:13].CC1(C)C(C)(C)OB([C:22]2[CH:23]=[N:24][N:25]([CH2:27][CH2:28][OH:29])[CH:26]=2)O1.C(=O)([O-])[O-].[K+].[K+]. (4) Given the product [CH:1]1([N:23]2[CH2:22][CH2:21][C:20]3[CH:26]=[CH:27][C:17]([CH2:16][C:13]4[N:12]=[CH:11][C:10]([C:8]([NH:7][CH3:6])=[O:9])=[CH:15][CH:14]=4)=[CH:18][C:19]=3[CH2:25][CH2:24]2)[CH2:4][CH2:3][CH2:2]1, predict the reactants needed to synthesize it. The reactants are: [C:1]1(=O)[CH2:4][CH2:3][CH2:2]1.[CH3:6][NH:7][C:8]([C:10]1[CH:11]=[N:12][C:13]([CH2:16][C:17]2[CH:27]=[CH:26][C:20]3[CH2:21][CH2:22][NH:23][CH2:24][CH2:25][C:19]=3[CH:18]=2)=[CH:14][CH:15]=1)=[O:9].C(O[BH-](OC(=O)C)OC(=O)C)(=O)C.[Na+]. (5) Given the product [CH:6]([C@H:1]1[CH2:7][CH2:4][C@@H:3]([CH:11]=[CH:10][CH2:9][CH2:8][OH:12])[CH2:2]1)=[CH2:5], predict the reactants needed to synthesize it. The reactants are: [CH:1]12[CH2:7][CH:4]([CH2:5][CH2:6]1)[CH:3]=[CH:2]2.[CH2:8]([OH:12])[CH2:9][CH:10]=[CH2:11]. (6) Given the product [N:9]1([CH2:8][C:7]2[CH:18]=[CH:19][C:4]([NH2:1])=[CH:5][CH:6]=2)[C:17]2[C:12](=[CH:13][CH:14]=[CH:15][CH:16]=2)[CH:11]=[N:10]1, predict the reactants needed to synthesize it. The reactants are: [N+:1]([C:4]1[CH:19]=[CH:18][C:7]([CH2:8][N:9]2[C:17]3[C:12](=[CH:13][CH:14]=[CH:15][CH:16]=3)[CH:11]=[N:10]2)=[CH:6][CH:5]=1)([O-])=O.C(O)C.